This data is from Reaction yield outcomes from USPTO patents with 853,638 reactions. The task is: Predict the reaction yield, written as a fraction of the theoretical maximum amount of product (1.0 means a 100% yield; for example, 0.34 means a 34% yield). (1) The reactants are [CH2:1]([N:3]1[C:9](=[O:10])[C:8]2[CH:11]=[CH:12][CH:13]=[CH:14][C:7]=2[S:6](=[O:15])[C:5]2[CH:16]=[CH:17][C:18]([C:20](O)=[O:21])=[CH:19][C:4]1=2)[CH3:2].CN(C(ON1N=NC2C=CC=NC1=2)=[N+](C)C)C.F[P-](F)(F)(F)(F)F.CCN(C(C)C)C(C)C.[CH:56]1[C:65]2[C:60](=[CH:61][CH:62]=[CH:63][CH:64]=2)[CH:59]=[CH:58][C:57]=1[C@H:66]([NH2:68])[CH3:67].Cl. The catalyst is CN(C=O)C. The product is [CH2:1]([N:3]1[C:9](=[O:10])[C:8]2[CH:11]=[CH:12][CH:13]=[CH:14][C:7]=2[S@@:6](=[O:15])[C:5]2[CH:16]=[CH:17][C:18]([C:20]([NH:68][CH:66]([C:57]3[CH:58]=[CH:59][C:60]4[C:65](=[CH:64][CH:63]=[CH:62][CH:61]=4)[CH:56]=3)[CH3:67])=[O:21])=[CH:19][C:4]1=2)[CH3:2]. The yield is 0.780. (2) The product is [CH3:1][O:2][C:3]([C@@H:5]1[C@@H:9]([O:10][Si:29]([C:32]([CH3:35])([CH3:34])[CH3:33])([CH3:31])[CH3:30])[CH2:8][CH2:7][N:6]1[C:11]([NH:13][C:14]1[CH:19]=[CH:18][C:17]([C:20]#[N:21])=[C:16]([Cl:22])[C:15]=1[CH3:23])=[O:12])=[O:4]. The catalyst is CN(C=O)C. The reactants are [CH3:1][O:2][C:3]([C@@H:5]1[C@@H:9]([OH:10])[CH2:8][CH2:7][N:6]1[C:11]([NH:13][C:14]1[CH:19]=[CH:18][C:17]([C:20]#[N:21])=[C:16]([Cl:22])[C:15]=1[CH3:23])=[O:12])=[O:4].N1C=CN=C1.[Si:29](Cl)([C:32]([CH3:35])([CH3:34])[CH3:33])([CH3:31])[CH3:30].CO. The yield is 1.00. (3) The reactants are [N+](C1C=CC(CCN)=CC=1)([O-])=O.[CH3:13][O:14][C:15]1[CH:38]=[CH:37][C:18]([CH2:19][NH:20][C:21]2[CH:26]=[C:25]([C:27]3[CH:32]=[CH:31][CH:30]=[C:29]([O:33][CH3:34])[CH:28]=3)[N:24]=[C:23]([O:35][CH3:36])[N:22]=2)=[CH:17][CH:16]=1.[ClH:39]. The catalyst is CCO.CCOCC. The product is [ClH:39].[CH3:13][O:14][C:15]1[CH:38]=[CH:37][C:18]([CH2:19][NH:20][C:21]2[CH:26]=[C:25]([C:27]3[CH:32]=[CH:31][CH:30]=[C:29]([O:33][CH3:34])[CH:28]=3)[N:24]=[C:23]([O:35][CH3:36])[N:22]=2)=[CH:17][CH:16]=1. The yield is 0.730. (4) The reactants are [CH3:1][C:2]1([CH:7]([CH3:11])[C:8]([OH:10])=O)[O:6][CH2:5][CH2:4][O:3]1.C(Cl)(=O)C(Cl)=O.[CH2:18]([NH2:26])[CH2:19][C:20]1[CH:25]=[CH:24][CH:23]=[CH:22][CH:21]=1. The catalyst is ClCCl.N1C=CC=CC=1. The product is [CH3:1][C:2]1([CH:7]([CH3:11])[C:8]([NH:26][CH2:18][CH2:19][C:20]2[CH:25]=[CH:24][CH:23]=[CH:22][CH:21]=2)=[O:10])[O:3][CH2:4][CH2:5][O:6]1. The yield is 0.690. (5) The reactants are [BH4-].[Na+].[CH2:3]1[CH2:41][O:40][C:5]2([CH2:14][CH2:13][C:12]3[N:11]=[C:10]([CH2:15][CH2:16][CH2:17][CH2:18][N:19]4[CH2:24][CH2:23][N:22]([C:25]5[CH:34]=[CH:33][C:32]6[C:27](=[CH:28][CH:29]=[CH:30][CH:31]=6)[N:26]=5)[CH2:21][CH2:20]4)[N:9]([N:35]=[C:36]([CH3:38])[CH3:37])[C:8](=[O:39])[C:7]=3[CH2:6]2)[O:4]1. The catalyst is CO. The product is [CH2:41]1[CH2:3][O:4][C:5]2([CH2:14][CH2:13][C:12]3[N:11]=[C:10]([CH2:15][CH2:16][CH2:17][CH2:18][N:19]4[CH2:24][CH2:23][N:22]([C:25]5[CH:34]=[CH:33][C:32]6[C:27](=[CH:28][CH:29]=[CH:30][CH:31]=6)[N:26]=5)[CH2:21][CH2:20]4)[N:9]([NH:35][CH:36]([CH3:37])[CH3:38])[C:8](=[O:39])[C:7]=3[CH2:6]2)[O:40]1. The yield is 0.610. (6) The reactants are [CH3:1][C:2]1([CH3:16])[O:6][C@@H:5]([C@@H:7]([CH2:11][CH:12]([CH3:14])[CH3:13])[C:8]([OH:10])=O)[C:4](=[O:15])[O:3]1.CCN(C(C)C)C(C)C.CN(C(ON1N=NC2C=CC=NC1=2)=[N+](C)C)C.F[P-](F)(F)(F)(F)F.ONC(=O)[C@@H](O)[C@@H](C([N:61]1[CH2:66][CH2:65][N:64]([C:67]2[CH:72]=[C:71](C(F)(F)F)[CH:70]=[CH:69][N:68]=2)[CH2:63][C@H:62]1[CH3:77])=O)CC(C)C. The catalyst is CN(C=O)C.O. The product is [CH3:16][C:2]1([CH3:1])[O:3][C:4](=[O:15])[C@H:5]([C@@H:7]([C:8]([N:61]2[CH2:66][CH2:65][N:64]([C:67]3[CH:72]=[CH:71][CH:70]=[CH:69][N:68]=3)[CH2:63][C@H:62]2[CH3:77])=[O:10])[CH2:11][CH:12]([CH3:14])[CH3:13])[O:6]1. The yield is 0.490. (7) The reactants are [Cl:1][C:2]1[C:7]([CH2:8][OH:9])=[CH:6][N:5]=[C:4]([S:10][CH3:11])[N:3]=1. The catalyst is C(Cl)(Cl)Cl.[O-2].[Mn+4].[O-2]. The product is [Cl:1][C:2]1[C:7]([CH:8]=[O:9])=[CH:6][N:5]=[C:4]([S:10][CH3:11])[N:3]=1. The yield is 0.720.